From a dataset of Forward reaction prediction with 1.9M reactions from USPTO patents (1976-2016). Predict the product of the given reaction. (1) Given the reactants C(OC([NH:11][CH:12]1[N:18]=[C:17]([C:19]2[CH:24]=[CH:23][CH:22]=[CH:21][CH:20]=2)[C:16]2[CH:25]=[CH:26][CH:27]=[CH:28][C:15]=2[N:14]([CH2:29][CH:30]([CH3:32])[CH3:31])[C:13]1=[O:33])=O)C1C=CC=CC=1.Br, predict the reaction product. The product is: [NH2:11][CH:12]1[N:18]=[C:17]([C:19]2[CH:24]=[CH:23][CH:22]=[CH:21][CH:20]=2)[C:16]2[CH:25]=[CH:26][CH:27]=[CH:28][C:15]=2[N:14]([CH2:29][CH:30]([CH3:31])[CH3:32])[C:13]1=[O:33]. (2) The product is: [OH:14]/[N:13]=[C:1]1\[CH2:2][CH2:3][CH2:4][C:5]2[C:10]\1=[CH:9][CH:8]=[CH:7][CH:6]=2. Given the reactants [C:1]1(=O)[C:10]2[C:5](=[CH:6][CH:7]=[CH:8][CH:9]=2)[CH2:4][CH2:3][CH2:2]1.Cl.[NH2:13][OH:14].C([O-])(=O)C.[Na+].CO, predict the reaction product. (3) Given the reactants O=[C:2]1[CH2:5][N:4]([C:6]([O:8][C:9]([CH3:12])([CH3:11])[CH3:10])=[O:7])[CH2:3]1.[NH:13]1[CH2:18][CH2:17][O:16][CH2:15][CH2:14]1.[BH-](OC(C)=O)(OC(C)=O)OC(C)=O.[Na+].C([O-])([O-])=O.[Na+].[Na+], predict the reaction product. The product is: [O:16]1[CH2:17][CH2:18][N:13]([CH:2]2[CH2:5][N:4]([C:6]([O:8][C:9]([CH3:12])([CH3:11])[CH3:10])=[O:7])[CH2:3]2)[CH2:14][CH2:15]1. (4) The product is: [Cl:16][C:17]1[CH:23]=[CH:22][CH:21]=[CH:20][C:18]=1[NH:19][C:12]([CH:9]1[CH2:10][CH2:11][N:7]([CH:1]2[CH2:2][CH2:3][CH2:4][CH2:5][CH2:6]2)[C:8]1=[O:15])=[O:14]. Given the reactants [CH:1]1([N:7]2[CH2:11][CH2:10][CH:9]([C:12]([OH:14])=O)[C:8]2=[O:15])[CH2:6][CH2:5][CH2:4][CH2:3][CH2:2]1.[Cl:16][C:17]1[CH:23]=[CH:22][CH:21]=[CH:20][C:18]=1[NH2:19].O=C1N(P(Cl)(N2CCOC2=O)=O)CCO1.C(N(CC)CC)C, predict the reaction product. (5) Given the reactants Cl[C:2]1[N:7]2[C:8](=[O:11])[NH:9][N:10]=[C:6]2[C:5]([C:12]2[CH:17]=[CH:16][C:15]([Cl:18])=[CH:14][CH:13]=2)=[C:4]([C:19]2[CH:24]=[CH:23][C:22]([Cl:25])=[CH:21][CH:20]=2)[N:3]=1.CN.[CH:28]([N:31](CC)C(C)C)(C)C, predict the reaction product. The product is: [CH3:28][NH:31][C:2]1[N:7]2[C:8](=[O:11])[NH:9][N:10]=[C:6]2[C:5]([C:12]2[CH:13]=[CH:14][C:15]([Cl:18])=[CH:16][CH:17]=2)=[C:4]([C:19]2[CH:24]=[CH:23][C:22]([Cl:25])=[CH:21][CH:20]=2)[N:3]=1. (6) Given the reactants [C:1]1([C:7]([N:9]2[CH2:14][CH2:13][N:12]([C:15]3[CH:20]=[CH:19][C:18]([OH:21])=[CH:17][CH:16]=3)[CH2:11][CH2:10]2)=[O:8])[CH:6]=[CH:5][CH:4]=[CH:3][CH:2]=1.Br[CH2:23][CH2:24][CH2:25][Cl:26], predict the reaction product. The product is: [Cl:26][CH2:25][CH2:24][CH2:23][O:21][C:18]1[CH:17]=[CH:16][C:15]([N:12]2[CH2:13][CH2:14][N:9]([C:7]([C:1]3[CH:2]=[CH:3][CH:4]=[CH:5][CH:6]=3)=[O:8])[CH2:10][CH2:11]2)=[CH:20][CH:19]=1. (7) Given the reactants [Cl:1][C:2]1[CH:7]=[CH:6][C:5]([C@H:8]([N:17]2[CH2:20][CH:19]([C@@H:21]([C:26]3[CH:31]=[C:30]([F:32])[CH:29]=[C:28]([F:33])[CH:27]=3)[C:22](O)([CH3:24])[CH3:23])[CH2:18]2)[C:9]2[CH:10]=[C:11]([CH:14]=[CH:15][CH:16]=2)[C:12]#[N:13])=[CH:4][CH:3]=1.N1C=CC=CC=1.[FH:40].[OH-].[Na+].C([O-])(O)=O.[Na+], predict the reaction product. The product is: [Cl:1][C:2]1[CH:7]=[CH:6][C:5]([C@H:8]([N:17]2[CH2:20][CH:19]([C@@H:21]([C:26]3[CH:31]=[C:30]([F:32])[CH:29]=[C:28]([F:33])[CH:27]=3)[C:22]([F:40])([CH3:24])[CH3:23])[CH2:18]2)[C:9]2[CH:10]=[C:11]([CH:14]=[CH:15][CH:16]=2)[C:12]#[N:13])=[CH:4][CH:3]=1. (8) Given the reactants [NH2:1][C:2]1[C:11]([C:12]([O:14]CC=C)=[O:13])=[C:5]2[N:6]=[CH:7][C:8]([Cl:10])=[CH:9][N:4]2[N:3]=1.C1([SiH3])C=CC=CC=1, predict the reaction product. The product is: [NH2:1][C:2]1[C:11]([C:12]([OH:14])=[O:13])=[C:5]2[N:6]=[CH:7][C:8]([Cl:10])=[CH:9][N:4]2[N:3]=1.